This data is from Peptide-MHC class II binding affinity with 134,281 pairs from IEDB. The task is: Regression. Given a peptide amino acid sequence and an MHC pseudo amino acid sequence, predict their binding affinity value. This is MHC class II binding data. (1) The peptide sequence is HVCWLEASMLLDNME. The MHC is DRB1_0901 with pseudo-sequence DRB1_0901. The binding affinity (normalized) is 0.728. (2) The peptide sequence is TGGNSPVQEFTVPRT. The MHC is DRB3_0202 with pseudo-sequence DRB3_0202. The binding affinity (normalized) is 0. (3) The peptide sequence is EKKYFKATQFEPLAA. The MHC is HLA-DPA10201-DPB11401 with pseudo-sequence HLA-DPA10201-DPB11401. The binding affinity (normalized) is 0.812.